From a dataset of Full USPTO retrosynthesis dataset with 1.9M reactions from patents (1976-2016). Predict the reactants needed to synthesize the given product. Given the product [C:8]([O:34][C:33]([N:30]1[CH2:31][CH2:32][CH:27]([O:25][C:21]2[CH:20]=[C:19]3[C:24]([C:15]([C:8]4[C:7]([C:2]5[CH:3]=[CH:4][CH:5]=[CH:6][N:1]=5)=[N:11][N:10]5[CH2:12][CH2:13][CH2:14][C:9]=45)=[CH:16][CH:17]=[N:18]3)=[CH:23][CH:22]=2)[CH2:28][CH2:29]1)=[O:36])([CH3:15])([CH3:9])[CH3:7], predict the reactants needed to synthesize it. The reactants are: [N:1]1[CH:6]=[CH:5][CH:4]=[CH:3][C:2]=1[C:7]1[C:8]([C:15]2[C:24]3[C:19](=[CH:20][C:21]([OH:25])=[CH:22][CH:23]=3)[N:18]=[CH:17][CH:16]=2)=[C:9]2[CH2:14][CH2:13][CH2:12][N:10]2[N:11]=1.Br[CH:27]1[CH2:32][CH2:31][NH:30][CH2:29][CH2:28]1.[C:33](=[O:36])([O-])[O-:34].[Cs+].[Cs+].